Dataset: Reaction yield outcomes from USPTO patents with 853,638 reactions. Task: Predict the reaction yield, written as a fraction of the theoretical maximum amount of product (1.0 means a 100% yield; for example, 0.34 means a 34% yield). (1) The reactants are [CH2:1]([O:3][C:4](=[O:36])[NH:5][CH:6]1[CH2:15][CH2:14][C:13]2[C:8](=[CH:9][C:10]([O:16][CH2:17][CH2:18][NH:19]C(OC(C)(C)C)=O)=[CH:11][CH:12]=2)[CH:7]1[CH2:27][C:28]1[CH:33]=[CH:32][C:31]([Cl:34])=[C:30]([Cl:35])[CH:29]=1)[CH3:2].Cl. The catalyst is C(Cl)Cl.CC(O)C. The product is [ClH:34].[NH2:19][CH2:18][CH2:17][O:16][C:10]1[CH:9]=[C:8]2[C:13]([CH2:14][CH2:15][CH:6]([NH:5][C:4](=[O:36])[O:3][CH2:1][CH3:2])[CH:7]2[CH2:27][C:28]2[CH:33]=[CH:32][C:31]([Cl:34])=[C:30]([Cl:35])[CH:29]=2)=[CH:12][CH:11]=1. The yield is 0.720. (2) The reactants are [NH2:1][C:2]1[CH:3]=[C:4]([N:9]([CH3:25])[C:10]2[N:15]=[C:14]3[S:16][C:17]([NH:19][C:20]([CH:22]4[CH2:24][CH2:23]4)=[O:21])=[N:18][C:13]3=[CH:12][CH:11]=2)[CH:5]=[CH:6][C:7]=1[F:8].[Cl:26][C:27]1[CH:32]=[CH:31][C:30]([N:33]=[C:34]=[O:35])=[CH:29][C:28]=1[C:36]([F:39])([F:38])[F:37]. The catalyst is CN(C)C=O.C(OCC)(=O)C. The product is [Cl:26][C:27]1[CH:32]=[CH:31][C:30]([NH:33][C:34]([NH:1][C:2]2[CH:3]=[C:4]([N:9]([CH3:25])[C:10]3[N:15]=[C:14]4[S:16][C:17]([NH:19][C:20]([CH:22]5[CH2:23][CH2:24]5)=[O:21])=[N:18][C:13]4=[CH:12][CH:11]=3)[CH:5]=[CH:6][C:7]=2[F:8])=[O:35])=[CH:29][C:28]=1[C:36]([F:37])([F:38])[F:39]. The yield is 0.720. (3) The reactants are [C:1]([C:4]1[CH:12]=[CH:11][C:7]([C:8]([OH:10])=[O:9])=[CH:6][CH:5]=1)(=[O:3])[CH3:2].S(=O)(=O)(O)O.[CH3:18]O. No catalyst specified. The product is [C:1]([C:4]1[CH:12]=[CH:11][C:7]([C:8]([O:10][CH3:18])=[O:9])=[CH:6][CH:5]=1)(=[O:3])[CH3:2]. The yield is 0.820. (4) The reactants are C[O:2]CCO[AlH2-]OCCOC.[Na+].C1(C)C=CC=CC=1.C[C:21]([O-:36])([O-])[C@H:22]([NH:27][C:28]([O:30][C:31]([CH3:34])([CH3:33])[CH3:32])=[O:29])[CH2:23][CH2:24][CH2:25][CH3:26].[OH-].[Na+]. The catalyst is O1CCCC1. The product is [C:31]([O:30][C:28](=[O:29])[NH:27][C@@H:22]([CH2:21][OH:36])[CH2:23][CH2:24][CH2:25][CH2:26][OH:2])([CH3:34])([CH3:33])[CH3:32]. The yield is 0.933.